From a dataset of Full USPTO retrosynthesis dataset with 1.9M reactions from patents (1976-2016). Predict the reactants needed to synthesize the given product. (1) Given the product [F:1][C:2]1[CH:30]=[CH:29][CH:28]=[CH:27][C:3]=1[CH2:4][N:5]1[C:9]2=[N:10][CH:11]=[CH:12][CH:13]=[C:8]2[C:7]([C:14]2[N:15]=[C:16]([N:37]3[CH2:36][CH2:35][NH:34][C:33](=[O:38])[CH:32]3[CH3:31])[C:17]3[C:22]([CH3:24])([CH3:23])[C:21](=[O:25])[NH:20][C:18]=3[N:19]=2)=[N:6]1, predict the reactants needed to synthesize it. The reactants are: [F:1][C:2]1[CH:30]=[CH:29][CH:28]=[CH:27][C:3]=1[CH2:4][N:5]1[C:9]2=[N:10][CH:11]=[CH:12][CH:13]=[C:8]2[C:7]([C:14]2[N:15]=[C:16](I)[C:17]3[C:22]([CH3:24])([CH3:23])[C:21](=[O:25])[NH:20][C:18]=3[N:19]=2)=[N:6]1.[CH3:31][CH:32]1[NH:37][CH2:36][CH2:35][NH:34][C:33]1=[O:38]. (2) Given the product [Cl:43][C:28]1[CH:27]=[C:26]2[C:31]([C:32]([NH:34][CH2:35][CH2:36][CH2:37][N:38]([CH2:41][CH3:42])[CH2:39][CH3:40])=[N:33][C:24]([C:21]3[CH:22]=[CH:23][C:18]([C:11]4[CH:12]=[CH:13][C:8]([Cl:7])=[CH:9][CH:10]=4)=[CH:19][CH:20]=3)=[N:25]2)=[CH:30][CH:29]=1, predict the reactants needed to synthesize it. The reactants are: C([O-])([O-])=O.[K+].[K+].[Cl:7][C:8]1[CH:13]=[CH:12][C:11](B(O)O)=[CH:10][CH:9]=1.Br[C:18]1[CH:23]=[CH:22][C:21]([C:24]2[N:33]=[C:32]([NH:34][CH2:35][CH2:36][CH2:37][N:38]([CH2:41][CH3:42])[CH2:39][CH3:40])[C:31]3[C:26](=[CH:27][C:28]([Cl:43])=[CH:29][CH:30]=3)[N:25]=2)=[CH:20][CH:19]=1. (3) Given the product [CH2:2]([N:9]1[CH2:14][CH2:13][CH:12]([NH:16][C:17]2[CH:22]=[CH:21][CH:20]=[CH:19][CH:18]=2)[CH2:11][CH2:10]1)[C:3]1[CH:8]=[CH:7][CH:6]=[CH:5][CH:4]=1, predict the reactants needed to synthesize it. The reactants are: [Na].[CH2:2]([N:9]1[CH2:14][CH2:13][C:12](=O)[CH2:11][CH2:10]1)[C:3]1[CH:8]=[CH:7][CH:6]=[CH:5][CH:4]=1.[NH2:16][C:17]1[CH:22]=[CH:21][CH:20]=[CH:19][CH:18]=1.C(=O)(O)[O-].[Na+]. (4) Given the product [ClH:1].[NH2:20][C@H:19]([CH:27]1[CH2:29][CH2:28]1)[C:5]1[C:6]([F:18])=[C:7]([C:2]([Cl:1])=[CH:3][CH:4]=1)[O:8][C:9]1[CH:10]=[CH:11][C:12]([C:15]([NH2:17])=[O:16])=[N:13][CH:14]=1, predict the reactants needed to synthesize it. The reactants are: [Cl:1][C:2]1[C:7]([O:8][C:9]2[CH:10]=[CH:11][C:12]([C:15]([NH2:17])=[O:16])=[N:13][CH:14]=2)=[C:6]([F:18])[C:5]([C@@H:19]([CH:27]2[CH2:29][CH2:28]2)[NH:20][S@@](C(C)(C)C)=O)=[CH:4][CH:3]=1.Cl.